Dataset: Catalyst prediction with 721,799 reactions and 888 catalyst types from USPTO. Task: Predict which catalyst facilitates the given reaction. (1) Reactant: [CH3:1][O:2][C:3]1[CH:4]=[C:5]([C:13]2[N:14]=[C:15]([OH:23])[C:16]3[CH:17]=[CH:18][CH:19]=[N:20][C:21]=3[CH:22]=2)[CH:6]=[C:7]([O:11][CH3:12])[C:8]=1[O:9][CH3:10].O[C@H:25]([C@H:27]1[CH2:31][N:30]([C@H:32]([C:34]2[CH:39]=[CH:38][C:37]([O:40][CH3:41])=[CH:36][CH:35]=2)[CH3:33])[C:29](=[O:42])[CH2:28]1)[CH3:26].C1(P(C2C=CC=CC=2)C2C=CC=CC=2)C=CC=CC=1.CC(OC(/N=N/C(OC(C)C)=O)=O)C. Product: [CH3:41][O:40][C:37]1[CH:38]=[CH:39][C:34]([C@@H:32]([N:30]2[CH2:31][C@H:27]([C@H:25]([O:23][C:15]3[N:14]=[C:13]([C:5]4[CH:4]=[C:3]([O:2][CH3:1])[C:8]([O:9][CH3:10])=[C:7]([O:11][CH3:12])[CH:6]=4)[CH:22]=[C:21]4[C:16]=3[CH:17]=[CH:18][CH:19]=[N:20]4)[CH3:26])[CH2:28][C:29]2=[O:42])[CH3:33])=[CH:35][CH:36]=1. The catalyst class is: 7. (2) Product: [F:6][C:7]([F:38])([F:37])[C:8]1[CH:9]=[C:10]([NH:14][C:15]([N:17]2[C:25]3[C:20](=[C:21]([F:35])[C:22]([O:26][C:27]4[CH:32]=[CH:31][N:30]=[C:29]([CH2:33][S:2]([CH3:1])(=[O:4])=[O:3])[N:28]=4)=[CH:23][CH:24]=3)[CH:19]=[C:18]2[CH3:36])=[O:16])[CH:11]=[CH:12][CH:13]=1. The catalyst class is: 61. Reactant: [CH3:1][S:2](Cl)(=[O:4])=[O:3].[F:6][C:7]([F:38])([F:37])[C:8]1[CH:9]=[C:10]([NH:14][C:15]([N:17]2[C:25]3[C:20](=[C:21]([F:35])[C:22]([O:26][C:27]4[CH:32]=[CH:31][N:30]=[C:29]([CH2:33]O)[N:28]=4)=[CH:23][CH:24]=3)[CH:19]=[C:18]2[CH3:36])=[O:16])[CH:11]=[CH:12][CH:13]=1.CCN(CC)CC.CS([O-])=O.[Na+]. (3) Reactant: [NH:1]1[CH:5]=[CH:4][N:3]=[CH:2]1.C(=O)([O-])[O-].[K+].[K+].[F:12][C:13]1[CH:14]=[C:15]([C:20]2[CH:24]=[C:23]([CH2:25][NH:26][C:27](=[O:29])[CH3:28])[O:22][N:21]=2)[CH:16]=[CH:17][C:18]=1F.[Cl-].[Na+]. Product: [F:12][C:13]1[CH:14]=[C:15]([C:20]2[CH:24]=[C:23]([CH2:25][NH:26][C:27](=[O:29])[CH3:28])[O:22][N:21]=2)[CH:16]=[CH:17][C:18]=1[N:1]1[CH:5]=[CH:4][N:3]=[CH:2]1. The catalyst class is: 16. (4) Reactant: [Cl:1][C:2]1[CH:7]=[C:6]([OH:8])[CH:5]=[CH:4][C:3]=1[CH:9]([CH3:27])[C:10]([C:16]1[CH:17]=[CH:18][C:19]2[O:23][C:22](=[O:24])[N:21]([CH3:25])[C:20]=2[CH:26]=1)([OH:15])[C:11]([F:14])([F:13])[F:12].[CH3:28][O:29][C:30]([C:32]1[C:33]([Cl:39])=[N:34][C:35](Cl)=[CH:36][CH:37]=1)=[O:31].C(N(CC)CC)C.N12CCN(CC1)CC2. Product: [CH3:28][O:29][C:30](=[O:31])[C:32]1[CH:37]=[CH:36][C:35]([O:8][C:6]2[CH:5]=[CH:4][C:3]([CH:9]([CH3:27])[C:10]([OH:15])([C:16]3[CH:17]=[CH:18][C:19]4[O:23][C:22](=[O:24])[N:21]([CH3:25])[C:20]=4[CH:26]=3)[C:11]([F:12])([F:13])[F:14])=[C:2]([Cl:1])[CH:7]=2)=[N:34][C:33]=1[Cl:39]. The catalyst class is: 18. (5) Product: [C:33]([N:7]1[CH2:8][CH2:9][C:10]2([C:19]3[C:14](=[CH:15][CH:16]=[CH:17][CH:18]=3)[NH:13][C:12](=[O:20])[CH2:11]2)[CH2:21][CH2:22]1)(=[O:38])[C:34]([CH3:37])([CH3:36])[CH3:35]. The catalyst class is: 72. Reactant: [OH-].[K+].FC(F)(F)C([N:7]1[CH2:22][CH2:21][C:10]2([C:19]3[C:14](=[CH:15][CH:16]=[CH:17][CH:18]=3)[NH:13][C:12](=[O:20])[CH2:11]2)[CH2:9][CH2:8]1)=O.Cl.C(N(CC)CC)C.[C:33](Cl)(=[O:38])[C:34]([CH3:37])([CH3:36])[CH3:35]. (6) Reactant: CS(Cl)(=O)=O.[Cl:6][C:7]1[CH:8]=[C:9]([CH:27]=[CH:28][C:29]=1[O:30][CH2:31][C:32]1[CH:37]=[CH:36][CH:35]=[C:34]([F:38])[CH:33]=1)[NH:10][C:11]1[C:16]([C:17]#[C:18][C:19]2[N:24]=[C:23]([CH2:25]O)[CH:22]=[CH:21][CH:20]=2)=[CH:15][N:14]=[CH:13][N:12]=1.[CH3:39][NH:40][CH3:41].O. Product: [Cl:6][C:7]1[CH:8]=[C:9]([NH:10][C:11]2[C:16]([C:17]#[C:18][C:19]3[CH:20]=[CH:21][CH:22]=[C:23]([CH2:25][N:40]([CH3:41])[CH3:39])[N:24]=3)=[CH:15][N:14]=[CH:13][N:12]=2)[CH:27]=[CH:28][C:29]=1[O:30][CH2:31][C:32]1[CH:37]=[CH:36][CH:35]=[C:34]([F:38])[CH:33]=1. The catalyst class is: 2. (7) Reactant: [Br:1][C:2]1[CH:9]=[C:6]([CH:7]=O)[C:5]([OH:10])=[CH:4][CH:3]=1.[Cl:11][C:12]1[CH:18]=[C:17]([Cl:19])[CH:16]=[CH:15][C:13]=1[NH2:14]. Product: [Br:1][C:2]1[CH:3]=[CH:4][C:5]([OH:10])=[C:6]([CH:7]=[N:14][C:13]2[CH:15]=[CH:16][C:17]([Cl:19])=[CH:18][C:12]=2[Cl:11])[CH:9]=1. The catalyst class is: 8. (8) Reactant: [Cl:1][C:2]1[CH:3]=[C:4](/[CH:8]=[CH:9]/[C:10]([N:12]2[CH2:17][CH2:16][N:15]([C:18]3[C:19]([C:24]#[N:25])=[N:20][CH:21]=[CH:22][N:23]=3)[CH2:14][CH:13]2[CH2:26]O)=[O:11])[CH:5]=[CH:6][CH:7]=1.CCN(S(F)(F)[F:34])CC. Product: [Cl:1][C:2]1[CH:3]=[C:4](/[CH:8]=[CH:9]/[C:10]([N:12]2[CH2:17][CH2:16][N:15]([C:18]3[C:19]([C:24]#[N:25])=[N:20][CH:21]=[CH:22][N:23]=3)[CH2:14][CH:13]2[CH2:26][F:34])=[O:11])[CH:5]=[CH:6][CH:7]=1. The catalyst class is: 4. (9) Reactant: [O:1]1[C:5]2([CH2:10][CH2:9][CH:8]([N:11]3[CH:15]=[C:14]([Si](C)(C)C)[N:13]=[N:12]3)[CH2:7][CH2:6]2)[O:4][CH2:3][CH2:2]1.[F-].C([N+](CCCC)(CCCC)CCCC)CCC. Product: [O:1]1[C:5]2([CH2:10][CH2:9][CH:8]([N:11]3[CH:15]=[CH:14][N:13]=[N:12]3)[CH2:7][CH2:6]2)[O:4][CH2:3][CH2:2]1. The catalyst class is: 49.